This data is from NCI-60 drug combinations with 297,098 pairs across 59 cell lines. The task is: Regression. Given two drug SMILES strings and cell line genomic features, predict the synergy score measuring deviation from expected non-interaction effect. (1) Drug 1: CC12CCC3C(C1CCC2O)C(CC4=C3C=CC(=C4)O)CCCCCCCCCS(=O)CCCC(C(F)(F)F)(F)F. Drug 2: C1=NC(=NC(=O)N1C2C(C(C(O2)CO)O)O)N. Cell line: MDA-MB-435. Synergy scores: CSS=4.59, Synergy_ZIP=-7.10, Synergy_Bliss=-8.84, Synergy_Loewe=-31.9, Synergy_HSA=-17.5. (2) Drug 1: C1=NC2=C(N=C(N=C2N1C3C(C(C(O3)CO)O)O)F)N. Drug 2: C1CN1C2=NC(=NC(=N2)N3CC3)N4CC4. Cell line: SNB-19. Synergy scores: CSS=23.1, Synergy_ZIP=-10.7, Synergy_Bliss=-1.02, Synergy_Loewe=-3.28, Synergy_HSA=0.854. (3) Drug 1: CC1=C(N=C(N=C1N)C(CC(=O)N)NCC(C(=O)N)N)C(=O)NC(C(C2=CN=CN2)OC3C(C(C(C(O3)CO)O)O)OC4C(C(C(C(O4)CO)O)OC(=O)N)O)C(=O)NC(C)C(C(C)C(=O)NC(C(C)O)C(=O)NCCC5=NC(=CS5)C6=NC(=CS6)C(=O)NCCC[S+](C)C)O. Drug 2: C1=NNC2=C1C(=O)NC=N2. Cell line: MALME-3M. Synergy scores: CSS=5.91, Synergy_ZIP=-4.65, Synergy_Bliss=-3.51, Synergy_Loewe=-8.75, Synergy_HSA=-3.40. (4) Drug 1: C1=CC(=CC=C1C#N)C(C2=CC=C(C=C2)C#N)N3C=NC=N3. Drug 2: CC1C(C(=O)NC(C(=O)N2CCCC2C(=O)N(CC(=O)N(C(C(=O)O1)C(C)C)C)C)C(C)C)NC(=O)C3=C4C(=C(C=C3)C)OC5=C(C(=O)C(=C(C5=N4)C(=O)NC6C(OC(=O)C(N(C(=O)CN(C(=O)C7CCCN7C(=O)C(NC6=O)C(C)C)C)C)C(C)C)C)N)C. Cell line: A498. Synergy scores: CSS=4.89, Synergy_ZIP=-1.15, Synergy_Bliss=-0.177, Synergy_Loewe=-0.132, Synergy_HSA=-0.551. (5) Drug 1: CCCCCOC(=O)NC1=NC(=O)N(C=C1F)C2C(C(C(O2)C)O)O. Drug 2: C1=CC=C(C=C1)NC(=O)CCCCCCC(=O)NO. Cell line: MOLT-4. Synergy scores: CSS=50.4, Synergy_ZIP=3.58, Synergy_Bliss=5.24, Synergy_Loewe=-54.5, Synergy_HSA=-1.30.